The task is: Predict the reaction yield, written as a fraction of the theoretical maximum amount of product (1.0 means a 100% yield; for example, 0.34 means a 34% yield).. This data is from Reaction yield outcomes from USPTO patents with 853,638 reactions. (1) The reactants are [CH2:1]([O:4][C:5]1[CH:13]=[C:12]2[C:8]([CH:9]=[C:10]([C:14]([O:16][CH2:17][CH3:18])=[O:15])[NH:11]2)=[CH:7][C:6]=1[Br:19])[CH:2]=[CH2:3].[H-].[Na+].[CH3:22]I.[NH4+].[Cl-]. The catalyst is CN(C=O)C.O. The product is [CH2:1]([O:4][C:5]1[CH:13]=[C:12]2[C:8]([CH:9]=[C:10]([C:14]([O:16][CH2:17][CH3:18])=[O:15])[N:11]2[CH3:22])=[CH:7][C:6]=1[Br:19])[CH:2]=[CH2:3]. The yield is 0.920. (2) The reactants are [CH3:1][N:2]1[CH:6]=[C:5]([C:7]2[N:12]=[C:11]([C:13]3[CH:14]=[N:15][NH:16][CH:17]=3)[N:10]3[CH:18]=[CH:19][N:20]=[C:9]3[CH:8]=2)[CH:4]=[N:3]1.CN(C=O)C.[C:26]([CH:28]=[CH:29][CH:30]1[CH2:35][CH2:34][N:33]([C:36]([O:38][C:39]([CH3:42])([CH3:41])[CH3:40])=[O:37])[CH2:32][CH2:31]1)#[N:27].C1CCN2C(=NCCC2)CC1. The catalyst is CCOC(C)=O. The product is [C:26]([CH2:28][CH:29]([CH:30]1[CH2:35][CH2:34][N:33]([C:36]([O:38][C:39]([CH3:42])([CH3:41])[CH3:40])=[O:37])[CH2:32][CH2:31]1)[N:15]1[CH:14]=[C:13]([C:11]2[N:10]3[CH:18]=[CH:19][N:20]=[C:9]3[CH:8]=[C:7]([C:5]3[CH:4]=[N:3][N:2]([CH3:1])[CH:6]=3)[N:12]=2)[CH:17]=[N:16]1)#[N:27]. The yield is 0.620. (3) The reactants are [NH2:1][C:2]1[N:7]=[CH:6][N:5]=[C:4]2[N:8]([CH:12]([C:14]3[C:15]([O:36][CH2:37][CH3:38])=[C:16]([CH:22]4[CH2:25][N:24](C(OCC5C=CC=CC=5)=O)[CH2:23]4)[C:17]([CH3:21])=[C:18]([Cl:20])[CH:19]=3)[CH3:13])[N:9]=[C:10]([CH3:11])[C:3]=12.Cl.O. The catalyst is CO.[Pd]. The product is [NH:24]1[CH2:23][CH:22]([C:16]2[C:15]([O:36][CH2:37][CH3:38])=[C:14]([CH:12]([N:8]3[C:4]4=[N:5][CH:6]=[N:7][C:2]([NH2:1])=[C:3]4[C:10]([CH3:11])=[N:9]3)[CH3:13])[CH:19]=[C:18]([Cl:20])[C:17]=2[CH3:21])[CH2:25]1. The yield is 0.920. (4) The reactants are [CH3:1][O:2][C:3](=[O:24])[CH2:4][C:5]1[C:14]([CH3:15])=[C:13]([C:16]2[CH:21]=[CH:20][C:19]([NH2:22])=[CH:18][CH:17]=2)[C:12]2[C:7](=[CH:8][CH:9]=[C:10]([Cl:23])[CH:11]=2)[CH:6]=1.[N:25]([C:28]1[CH:33]=[CH:32][CH:31]=[CH:30][CH:29]=1)=[C:26]=[O:27]. The catalyst is C(O)C. The product is [CH3:1][O:2][C:3](=[O:24])[CH2:4][C:5]1[C:14]([CH3:15])=[C:13]([C:16]2[CH:21]=[CH:20][C:19]([NH:22][C:26]([NH:25][C:28]3[CH:33]=[CH:32][CH:31]=[CH:30][CH:29]=3)=[O:27])=[CH:18][CH:17]=2)[C:12]2[C:7](=[CH:8][CH:9]=[C:10]([Cl:23])[CH:11]=2)[CH:6]=1. The yield is 0.280. (5) The reactants are [NH2:1][C:2]1[CH:3]=[C:4]([CH:21]=[CH:22][C:23]=1[CH3:24])[O:5][C:6]1[CH:7]=[CH:8][C:9]2[N:10]([CH:12]=[C:13]([NH:15][C:16]([CH:18]3[CH2:20][CH2:19]3)=[O:17])[N:14]=2)[N:11]=1.[F:25][C:26]([F:37])([F:36])[C:27]1[CH:28]=[C:29]([CH:33]=[CH:34][CH:35]=1)[C:30](O)=[O:31].Cl.CN(C)CCCN=C=NCC.ON1C2C=CC=CC=2N=N1. The catalyst is CN(C)C=O. The product is [CH:18]1([C:16]([NH:15][C:13]2[N:14]=[C:9]3[CH:8]=[CH:7][C:6]([O:5][C:4]4[CH:21]=[CH:22][C:23]([CH3:24])=[C:2]([NH:1][C:30](=[O:31])[C:29]5[CH:33]=[CH:34][CH:35]=[C:27]([C:26]([F:25])([F:36])[F:37])[CH:28]=5)[CH:3]=4)=[N:11][N:10]3[CH:12]=2)=[O:17])[CH2:20][CH2:19]1. The yield is 0.630. (6) The reactants are [OH:1]/[N:2]=[C:3](/[NH2:15])\[C:4]1[CH:9]=[CH:8][C:7]([O:10][C:11]([F:14])([F:13])[F:12])=[CH:6][CH:5]=1.N1C=CC=CC=1.Cl[C:23](=O)[C:24]([O:26][CH2:27][CH3:28])=[O:25]. The catalyst is C(Cl)(Cl)Cl. The product is [F:14][C:11]([F:13])([F:12])[O:10][C:7]1[CH:6]=[CH:5][C:4]([C:3]2[N:15]=[C:23]([C:24]([O:26][CH2:27][CH3:28])=[O:25])[O:1][N:2]=2)=[CH:9][CH:8]=1. The yield is 0.820.